From a dataset of Peptide-MHC class I binding affinity with 185,985 pairs from IEDB/IMGT. Regression. Given a peptide amino acid sequence and an MHC pseudo amino acid sequence, predict their binding affinity value. This is MHC class I binding data. (1) The peptide sequence is SAEPVPLQL. The MHC is HLA-B58:01 with pseudo-sequence HLA-B58:01. The binding affinity (normalized) is 0.229. (2) The binding affinity (normalized) is 0.0847. The MHC is HLA-A26:01 with pseudo-sequence HLA-A26:01. The peptide sequence is KPIPHRTVL.